From a dataset of Reaction yield outcomes from USPTO patents with 853,638 reactions. Predict the reaction yield, written as a fraction of the theoretical maximum amount of product (1.0 means a 100% yield; for example, 0.34 means a 34% yield). (1) The reactants are [Si:1]([O:18][CH2:19][C:20]1[C:25]([N:26]2[CH2:31][C@H:30]([CH3:32])[O:29][C@H:28]([CH3:33])[CH2:27]2)=[C:24]([F:34])[C:23]([F:35])=[CH:22][CH:21]=1)([C:14]([CH3:17])([CH3:16])[CH3:15])([C:8]1[CH:13]=[CH:12][CH:11]=[CH:10][CH:9]=1)[C:2]1[CH:7]=[CH:6][CH:5]=[CH:4][CH:3]=1.[Li]C(CC)C.CON(C)[C:44]([C:46]1[O:47][CH:48]=[CH:49][CH:50]=1)=[O:45]. The catalyst is C1COCC1. The product is [Si:1]([O:18][CH2:19][C:20]1[C:25]([N:26]2[CH2:31][C@H:30]([CH3:32])[O:29][C@H:28]([CH3:33])[CH2:27]2)=[C:24]([F:34])[C:23]([F:35])=[C:22]([C:44]([C:46]2[O:47][CH:48]=[CH:49][CH:50]=2)=[O:45])[CH:21]=1)([C:14]([CH3:16])([CH3:17])[CH3:15])([C:2]1[CH:7]=[CH:6][CH:5]=[CH:4][CH:3]=1)[C:8]1[CH:13]=[CH:12][CH:11]=[CH:10][CH:9]=1. The yield is 0.760. (2) The reactants are [Br:1]Br.[I:3][C:4]1[CH:9]=[CH:8][C:7]([C:10](=[O:12])[CH3:11])=[CH:6][CH:5]=1. The product is [Br:1][CH2:11][C:10]([C:7]1[CH:8]=[CH:9][C:4]([I:3])=[CH:5][CH:6]=1)=[O:12]. The yield is 0.910. The catalyst is C(O)(=O)C.